This data is from Catalyst prediction with 721,799 reactions and 888 catalyst types from USPTO. The task is: Predict which catalyst facilitates the given reaction. (1) Reactant: N#N.[CH3:3][O:4][C:5]([C:7]1[CH:11]=[C:10]([C:12]2[CH:13]=[N:14][C:15]([NH2:18])=[CH:16][CH:17]=2)[O:9][C:8]=1[CH3:19])=[O:6].[CH3:20][O:21][C:22]1[CH:27]=[C:26]([O:28][CH3:29])[CH:25]=[CH:24][C:23]=1[C:30]1[CH:35]=[CH:34][CH:33]=[C:32]([C:36](Cl)=[O:37])[CH:31]=1. Product: [CH3:3][O:4][C:5]([C:7]1[CH:11]=[C:10]([C:12]2[CH:13]=[N:14][C:15]([NH:18][C:36]([C:32]3[CH:31]=[C:30]([C:23]4[CH:24]=[CH:25][C:26]([O:28][CH3:29])=[CH:27][C:22]=4[O:21][CH3:20])[CH:35]=[CH:34][CH:33]=3)=[O:37])=[CH:16][CH:17]=2)[O:9][C:8]=1[CH3:19])=[O:6]. The catalyst class is: 272. (2) Reactant: [NH2:1][C:2](=[O:37])[C@@H:3]([NH:20][C:21]([C:23]1([NH:29][C:30](=[O:36])[O:31][C:32]([CH3:35])([CH3:34])[CH3:33])[CH2:28][CH2:27][O:26][CH2:25][CH2:24]1)=[O:22])[CH2:4][C:5]1[CH:10]=[CH:9][C:8](B2OC(C)(C)C(C)(C)O2)=[CH:7][CH:6]=1.Br[C:39]1[CH:40]=[CH:41][C:42]2[NH:47][C:46](=[O:48])[CH2:45][S:44][C:43]=2[CH:49]=1.[C:50](=O)([O-])[O-].[Na+].[Na+]. Product: [NH2:1][C:2](=[O:37])[C@@H:3]([NH:20][C:21]([C:23]1([NH:29][C:30](=[O:36])[O:31][C:32]([CH3:34])([CH3:33])[CH3:35])[CH2:24][CH2:25][O:26][CH2:27][CH2:28]1)=[O:22])[CH2:4][C:5]1[CH:6]=[CH:7][C:8]([C:39]2[CH:40]=[CH:41][C:42]3[N:47]([CH3:50])[C:46](=[O:48])[CH2:45][S:44][C:43]=3[CH:49]=2)=[CH:9][CH:10]=1. The catalyst class is: 10. (3) Reactant: [CH3:1][C:2]1[C:6]2[CH:7]=[CH:8][CH:9]=[CH:10][C:5]=2[O:4][C:3]=1[CH:11]=[N:12][S:13]([C:16]1[CH:26]=[CH:25][C:19]2[O:20][CH2:21][CH2:22][CH2:23][O:24][C:18]=2[CH:17]=1)(=[O:15])=[O:14].O1CCCC1.Br[Mg][C:34]1[CH:39]=[CH:38][CH:37]=[CH:36][CH:35]=1. Product: [CH3:1][C:2]1[C:6]2[CH:7]=[CH:8][CH:9]=[CH:10][C:5]=2[O:4][C:3]=1[CH:11]([C:34]1[CH:39]=[CH:38][CH:37]=[CH:36][CH:35]=1)[NH:12][S:13]([C:16]1[CH:26]=[CH:25][C:19]2[O:20][CH2:21][CH2:22][CH2:23][O:24][C:18]=2[CH:17]=1)(=[O:14])=[O:15]. The catalyst class is: 5. (4) Reactant: [Cl:1][C:2]1[CH:21]=[C:20]([Cl:22])[CH:19]=[CH:18][C:3]=1[CH2:4][N:5]1[C:9]([CH2:10][CH2:11][CH2:12][OH:13])=[CH:8][C:7]([O:14][CH:15]([CH3:17])[CH3:16])=[N:6]1.O[C:24]1[CH:28]=[C:27]([CH2:29][CH2:30][C:31]([O:33]CC)=[O:32])[N:26]([C:36]2[CH:41]=[CH:40][CH:39]=[CH:38][CH:37]=2)[N:25]=1.C(P(CCCC)CCCC)CCC.N(C(N1CCCCC1)=O)=NC(N1CCCCC1)=O.O1CCCC1CCO.[OH-].[Na+].Cl. Product: [Cl:1][C:2]1[CH:21]=[C:20]([Cl:22])[CH:19]=[CH:18][C:3]=1[CH2:4][N:5]1[C:9]([CH2:10][CH2:11][CH2:12][O:13][C:24]2[CH:28]=[C:27]([CH2:29][CH2:30][C:31]([OH:33])=[O:32])[N:26]([C:36]3[CH:41]=[CH:40][CH:39]=[CH:38][CH:37]=3)[N:25]=2)=[CH:8][C:7]([O:14][CH:15]([CH3:17])[CH3:16])=[N:6]1. The catalyst class is: 7. (5) Reactant: Br[CH2:2][C:3]([C:5]1[CH:10]=[CH:9][C:8]([F:11])=[C:7]([C:12]([F:15])([F:14])[F:13])[CH:6]=1)=[O:4].[C:16]([O:20][C:21]([N:23]1[CH2:28][CH2:27][CH:26]([C:29]([OH:31])=[O:30])[CH:25]([CH3:32])[CH2:24]1)=[O:22])([CH3:19])([CH3:18])[CH3:17].C(=O)([O-])[O-].[Cs+].[Cs+]. Product: [F:11][C:8]1[CH:9]=[CH:10][C:5]([C:3](=[O:4])[CH2:2][O:31][C:29]([CH:26]2[CH2:27][CH2:28][N:23]([C:21]([O:20][C:16]([CH3:19])([CH3:18])[CH3:17])=[O:22])[CH2:24][CH:25]2[CH3:32])=[O:30])=[CH:6][C:7]=1[C:12]([F:15])([F:14])[F:13]. The catalyst class is: 21. (6) Reactant: [Cl:1][C:2]1[C:11]2[C:6](=[C:7]([NH:12][CH:13]3[CH2:18][CH2:17][N:16](C(OC(C)(C)C)=O)[CH2:15][CH2:14]3)[CH:8]=[CH:9][CH:10]=2)[CH:5]=[CH:4][N:3]=1.[F:26][C:27]([F:32])([F:31])[C:28]([OH:30])=[O:29]. Product: [F:26][C:27]([F:32])([F:31])[C:28]([OH:30])=[O:29].[Cl:1][C:2]1[C:11]2[C:6](=[C:7]([NH:12][CH:13]3[CH2:18][CH2:17][NH:16][CH2:15][CH2:14]3)[CH:8]=[CH:9][CH:10]=2)[CH:5]=[CH:4][N:3]=1. The catalyst class is: 2.